This data is from Full USPTO retrosynthesis dataset with 1.9M reactions from patents (1976-2016). The task is: Predict the reactants needed to synthesize the given product. Given the product [NH2:1][C:2]1[CH:3]=[C:4]([CH:8]=[C:9]([C:16]2[CH:15]=[C:14]([O:13][CH3:12])[N:19]=[C:18]([CH3:20])[CH:17]=2)[CH:10]=1)[C:5]([OH:7])=[O:6], predict the reactants needed to synthesize it. The reactants are: [NH2:1][C:2]1[CH:3]=[C:4]([CH:8]=[C:9](Br)[CH:10]=1)[C:5]([OH:7])=[O:6].[CH3:12][O:13][C:14]1[N:19]=[C:18]([CH3:20])[CH:17]=[C:16](B(O)O)[CH:15]=1.C(=O)([O-])[O-].[K+].[K+].